Predict the product of the given reaction. From a dataset of Forward reaction prediction with 1.9M reactions from USPTO patents (1976-2016). The product is: [CH:13]1([C:9]2[O:10][C:11]([CH3:12])=[C:7]([C:5]([OH:6])=[O:4])[N:8]=2)[CH2:14][CH2:15][CH2:16][CH2:17][CH2:18]1. Given the reactants [OH-].[Na+].C[O:4][C:5]([C:7]1[N:8]=[C:9]([CH:13]2[CH2:18][CH2:17][CH2:16][CH2:15][CH2:14]2)[O:10][C:11]=1[CH3:12])=[O:6], predict the reaction product.